From a dataset of CYP2D6 inhibition data for predicting drug metabolism from PubChem BioAssay. Regression/Classification. Given a drug SMILES string, predict its absorption, distribution, metabolism, or excretion properties. Task type varies by dataset: regression for continuous measurements (e.g., permeability, clearance, half-life) or binary classification for categorical outcomes (e.g., BBB penetration, CYP inhibition). Dataset: cyp2d6_veith. (1) The drug is Clc1ccc(C(c2ccc(Cl)cc2)n2cc[n+](C[C@@H](OCc3ccc(Cl)cc3Cl)c3ccc(Cl)cc3Cl)c2)cc1. The result is 1 (inhibitor). (2) The compound is CC1=C(C(=O)O)N2C(=O)[C@@H](NC(=O)[C@@H](N)c3ccccc3)[C@@H]2SC1.O. The result is 0 (non-inhibitor). (3) The molecule is COc1ccccc1NC(=O)C1=C(C)Nc2nc(-c3ccc(N(C)C)cc3)nn2C1c1ccncc1. The result is 0 (non-inhibitor).